The task is: Regression. Given two drug SMILES strings and cell line genomic features, predict the synergy score measuring deviation from expected non-interaction effect.. This data is from NCI-60 drug combinations with 297,098 pairs across 59 cell lines. (1) Drug 1: CC1=C2C(C(=O)C3(C(CC4C(C3C(C(C2(C)C)(CC1OC(=O)C(C(C5=CC=CC=C5)NC(=O)C6=CC=CC=C6)O)O)OC(=O)C7=CC=CC=C7)(CO4)OC(=O)C)O)C)OC(=O)C. Drug 2: CC1C(C(CC(O1)OC2CC(CC3=C2C(=C4C(=C3O)C(=O)C5=C(C4=O)C(=CC=C5)OC)O)(C(=O)CO)O)N)O.Cl. Cell line: HT29. Synergy scores: CSS=47.2, Synergy_ZIP=-4.77, Synergy_Bliss=-4.96, Synergy_Loewe=-5.83, Synergy_HSA=-1.98. (2) Drug 1: CC1=C(C(CCC1)(C)C)C=CC(=CC=CC(=CC(=O)O)C)C. Drug 2: CC12CCC3C(C1CCC2O)C(CC4=C3C=CC(=C4)O)CCCCCCCCCS(=O)CCCC(C(F)(F)F)(F)F. Cell line: K-562. Synergy scores: CSS=38.7, Synergy_ZIP=-0.995, Synergy_Bliss=-0.730, Synergy_Loewe=-1.00, Synergy_HSA=1.68. (3) Drug 1: CN1CCC(CC1)COC2=C(C=C3C(=C2)N=CN=C3NC4=C(C=C(C=C4)Br)F)OC. Drug 2: C1=CC=C(C=C1)NC(=O)CCCCCCC(=O)NO. Cell line: NCI/ADR-RES. Synergy scores: CSS=26.7, Synergy_ZIP=-7.62, Synergy_Bliss=-2.24, Synergy_Loewe=-12.3, Synergy_HSA=-2.16. (4) Drug 1: CCCS(=O)(=O)NC1=C(C(=C(C=C1)F)C(=O)C2=CNC3=C2C=C(C=N3)C4=CC=C(C=C4)Cl)F. Drug 2: CC(C)CN1C=NC2=C1C3=CC=CC=C3N=C2N. Cell line: NCIH23. Synergy scores: CSS=1.16, Synergy_ZIP=2.50, Synergy_Bliss=2.09, Synergy_Loewe=-1.30, Synergy_HSA=-1.74. (5) Drug 1: CC(CN1CC(=O)NC(=O)C1)N2CC(=O)NC(=O)C2. Drug 2: C1CCC(CC1)NC(=O)N(CCCl)N=O. Cell line: SF-539. Synergy scores: CSS=25.3, Synergy_ZIP=-1.80, Synergy_Bliss=1.65, Synergy_Loewe=0.927, Synergy_HSA=3.35. (6) Drug 1: CN1CCC(CC1)COC2=C(C=C3C(=C2)N=CN=C3NC4=C(C=C(C=C4)Br)F)OC. Drug 2: CN(CC1=CN=C2C(=N1)C(=NC(=N2)N)N)C3=CC=C(C=C3)C(=O)NC(CCC(=O)O)C(=O)O. Synergy scores: CSS=46.9, Synergy_ZIP=-0.283, Synergy_Bliss=-1.27, Synergy_Loewe=-10.7, Synergy_HSA=1.19. Cell line: PC-3. (7) Drug 1: CC1=C2C(C(=O)C3(C(CC4C(C3C(C(C2(C)C)(CC1OC(=O)C(C(C5=CC=CC=C5)NC(=O)OC(C)(C)C)O)O)OC(=O)C6=CC=CC=C6)(CO4)OC(=O)C)OC)C)OC. Drug 2: C1CN(CCN1C(=O)CCBr)C(=O)CCBr. Cell line: 786-0. Synergy scores: CSS=59.4, Synergy_ZIP=6.44, Synergy_Bliss=5.84, Synergy_Loewe=-1.38, Synergy_HSA=9.10.